The task is: Predict the reactants needed to synthesize the given product.. This data is from Full USPTO retrosynthesis dataset with 1.9M reactions from patents (1976-2016). (1) The reactants are: Cl.Cl.[CH3:3][C:4]1([CH3:25])[CH2:8][C:7]2[C:9]([CH2:13][N:14]3[CH2:19][CH2:18][C:17]4([CH2:24][CH2:23][NH:22][CH2:21][CH2:20]4)[CH2:16][CH2:15]3)=[CH:10][CH:11]=[CH:12][C:6]=2[O:5]1.C([O:28][C:29](=[O:45])[CH:30]([C:36]1[CH:44]=[N:43][CH:42]=[CH:41][C:37]=1[C:38](O)=[O:39])C(OCC)=O)C. Given the product [CH3:3][C:4]1([CH3:25])[CH2:8][C:7]2[C:9]([CH2:13][N:14]3[CH2:19][CH2:18][C:17]4([CH2:24][CH2:23][N:22]([C:38]([C:37]5[CH:41]=[CH:42][N:43]=[CH:44][C:36]=5[CH2:30][C:29]([OH:45])=[O:28])=[O:39])[CH2:21][CH2:20]4)[CH2:16][CH2:15]3)=[CH:10][CH:11]=[CH:12][C:6]=2[O:5]1, predict the reactants needed to synthesize it. (2) Given the product [CH3:31][C:30]1[O:29][C:28]([C:32]2[CH:33]=[CH:34][CH:35]=[CH:36][CH:37]=2)=[N:27][C:26]=1[CH2:25][O:24][C:23]1[CH:22]=[CH:21][C:20]([CH2:19][O:3]/[N:4]=[C:5](\[CH2:11][C:12]2[CH:13]=[CH:14][CH:15]=[CH:16][CH:17]=2)/[C:6]([OH:8])=[O:7])=[CH:39][CH:38]=1, predict the reactants needed to synthesize it. The reactants are: [H-].[Na+].[OH:3]/[N:4]=[C:5](\[CH2:11][C:12]1[CH:17]=[CH:16][CH:15]=[CH:14][CH:13]=1)/[C:6]([O:8]CC)=[O:7].Cl[CH2:19][C:20]1[CH:39]=[CH:38][C:23]([O:24][CH2:25][C:26]2[N:27]=[C:28]([C:32]3[CH:37]=[CH:36][CH:35]=[CH:34][CH:33]=3)[O:29][C:30]=2[CH3:31])=[CH:22][CH:21]=1.Cl.C(=O)(O)[O-].[Na+]. (3) Given the product [F:23][CH:22]([F:24])[O:21][CH:20]=[C:19]([C:25]1[CH:34]=[CH:33][C:32]2[CH2:31][CH2:30][CH2:29][CH2:28][C:27]=2[CH:26]=1)[C:18]([NH:17][CH2:16][CH2:15][C:12]1[CH:13]=[CH:14][C:9]([OH:8])=[C:10]([O:36][CH3:37])[CH:11]=1)=[O:35], predict the reactants needed to synthesize it. The reactants are: C([O:8][C:9]1[CH:14]=[CH:13][C:12]([CH2:15][CH2:16][NH:17][C:18](=[O:35])[C:19]([C:25]2[CH:34]=[CH:33][C:32]3[CH2:31][CH2:30][CH2:29][CH2:28][C:27]=3[CH:26]=2)=[CH:20][O:21][CH:22]([F:24])[F:23])=[CH:11][C:10]=1[O:36][CH3:37])C1C=CC=CC=1.Br.C(O)(=O)C. (4) Given the product [O:48]1[CH:49]=[N:50][C:46]([CH2:45][N:1]2[C:9]3[C:4](=[CH:5][CH:6]=[CH:7][CH:8]=3)[C:3]3([C:13]4=[CH:14][C:15]5[O:19][CH2:18][O:17][C:16]=5[CH:20]=[C:12]4[O:11][CH2:10]3)[C:2]2=[O:21])=[N:47]1, predict the reactants needed to synthesize it. The reactants are: [NH:1]1[C:9]2[C:4](=[CH:5][CH:6]=[CH:7][CH:8]=2)[C:3]2([C:13]3=[CH:14][C:15]4[O:19][CH2:18][O:17][C:16]=4[CH:20]=[C:12]3[O:11][CH2:10]2)[C:2]1=[O:21].BrC1C=CC=C2C=1C1(C3=CC4OCOC=4C=C3OC1)C(=O)N2.Cl[CH2:45][C:46]1[N:50]=[CH:49][O:48][N:47]=1.BrCC1OC(C(F)(F)F)=CC=1. (5) Given the product [NH2:7][C:6]1[C:5](=[O:27])[N:4]([CH3:28])[C:3](=[O:29])[C:2]=1[Cl:1], predict the reactants needed to synthesize it. The reactants are: [Cl:1][C:2]1[C:3](=[O:29])[N:4]([CH3:28])[C:5](=[O:27])[C:6]=1[N:7]=P(C1C=CC=CC=1)(C1C=CC=CC=1)C1C=CC=CC=1.